Task: Predict which catalyst facilitates the given reaction.. Dataset: Catalyst prediction with 721,799 reactions and 888 catalyst types from USPTO (1) Reactant: [Cl:1][C:2]1[CH:3]=[C:4]([CH:26]=[CH:27][CH:28]=1)[CH2:5][N:6]1[C:15]2[C:10](=[CH:11][CH:12]=[CH:13][CH:14]=2)[C:9](=[O:16])[C:8]([C:17]([C:19]2[CH:20]=[N:21][C:22](Cl)=[CH:23][CH:24]=2)=[O:18])=[CH:7]1.[CH3:29][O-:30].[Na+]. Product: [Cl:1][C:2]1[CH:3]=[C:4]([CH:26]=[CH:27][CH:28]=1)[CH2:5][N:6]1[C:15]2[C:10](=[CH:11][CH:12]=[CH:13][CH:14]=2)[C:9](=[O:16])[C:8]([C:17]([C:19]2[CH:20]=[N:21][C:22]([O:30][CH3:29])=[CH:23][CH:24]=2)=[O:18])=[CH:7]1. The catalyst class is: 5. (2) Reactant: C[O:2][C:3](=[O:40])[C:4]1[CH:9]=[C:8]([C:10]2[N:14]([CH3:15])[N:13]=[N:12][N:11]=2)[CH:7]=[C:6]([NH:16][C:17]([CH:19]2[CH2:23][CH2:22][C:21](=[O:24])[N:20]2[CH:25]2[CH2:30][CH2:29][N:28]([CH2:31][C:32]3[CH:37]=[CH:36][C:35]([Cl:38])=[C:34]([CH3:39])[CH:33]=3)[CH2:27][CH2:26]2)=[O:18])[CH:5]=1.[OH-].[Na+]. Product: [Cl:38][C:35]1[CH:36]=[CH:37][C:32]([CH2:31][N:28]2[CH2:27][CH2:26][CH:25]([N:20]3[C:21](=[O:24])[CH2:22][CH2:23][CH:19]3[C:17]([NH:16][C:6]3[CH:5]=[C:4]([CH:9]=[C:8]([C:10]4[N:14]([CH3:15])[N:13]=[N:12][N:11]=4)[CH:7]=3)[C:3]([OH:40])=[O:2])=[O:18])[CH2:30][CH2:29]2)=[CH:33][C:34]=1[CH3:39]. The catalyst class is: 5.